Dataset: Full USPTO retrosynthesis dataset with 1.9M reactions from patents (1976-2016). Task: Predict the reactants needed to synthesize the given product. (1) Given the product [CH3:29][O:28][C:26](=[O:27])[N:11]([CH2:10][CH2:9][C:3]1[CH:4]=[CH:5][C:6]([F:8])=[CH:7][C:2]=1[Br:1])[CH:12]([CH2:16][CH2:17][CH3:18])[CH2:13][CH2:14][CH3:15], predict the reactants needed to synthesize it. The reactants are: [Br:1][C:2]1[CH:7]=[C:6]([F:8])[CH:5]=[CH:4][C:3]=1[CH2:9][CH2:10][NH:11][CH:12]([CH2:16][CH2:17][CH3:18])[CH2:13][CH2:14][CH3:15].C(=O)([O-])[O-].[K+].[K+].Cl[C:26]([O:28][CH3:29])=[O:27]. (2) Given the product [Cl:4][C:5]1[C:9]([Cl:10])=[C:8]([CH3:11])[NH:7][C:6]=1[C:12]([NH:14][CH:15]1[C:20]2([O:24][CH2:23][CH2:22][O:21]2)[CH2:19][NH:18][CH2:17][CH2:16]1)=[O:13], predict the reactants needed to synthesize it. The reactants are: [OH-].[Ba+2].[OH-].[Cl:4][C:5]1[C:9]([Cl:10])=[C:8]([CH3:11])[NH:7][C:6]=1[C:12]([NH:14][CH:15]1[C:20]2([O:24][CH2:23][CH2:22][O:21]2)[CH2:19][N:18](C(OC)=O)[CH2:17][CH2:16]1)=[O:13]. (3) Given the product [O:28]([C:25]1[CH:26]=[CH:27][C:22]([O:21][C:19]2[C:20]3[N:12]([CH:9]4[CH2:10][CH2:11][N:6]([C:2](/[C:3](=[CH:35]/[CH2:36][CH2:37][CH3:38])/[C:4]#[N:5])=[O:1])[CH2:7][CH2:8]4)[CH:13]=[CH:14][C:15]=3[N:16]=[CH:17][N:18]=2)=[CH:23][CH:24]=1)[C:29]1[CH:34]=[CH:33][CH:32]=[CH:31][CH:30]=1, predict the reactants needed to synthesize it. The reactants are: [O:1]=[C:2]([N:6]1[CH2:11][CH2:10][CH:9]([N:12]2[C:20]3[C:19]([O:21][C:22]4[CH:27]=[CH:26][C:25]([O:28][C:29]5[CH:34]=[CH:33][CH:32]=[CH:31][CH:30]=5)=[CH:24][CH:23]=4)=[N:18][CH:17]=[N:16][C:15]=3[CH:14]=[CH:13]2)[CH2:8][CH2:7]1)[CH2:3][C:4]#[N:5].[CH:35](=O)[CH2:36][CH2:37][CH3:38].N1CCNCC1. (4) Given the product [C:1]([O:5][C:6](=[O:12])[NH:7][CH:8]=[CH2:9])([CH3:4])([CH3:3])[CH3:2], predict the reactants needed to synthesize it. The reactants are: [C:1]([O:5][C:6](=[O:12])[N:7](C=O)[CH:8]=[CH2:9])([CH3:4])([CH3:3])[CH3:2].[OH-].[Na+].C(OC)(C)(C)C.O. (5) Given the product [ClH:39].[F:38][CH:2]([F:1])[O:3][C:4]1[CH:9]=[CH:8][C:7]([N:10]2[C:14]([CH3:15])=[C:13]([C:16]([NH:18][C:19]3[CH:24]=[CH:23][C:22]([C@@H:25]4[O:30][CH2:29][CH2:28][NH:27][CH2:26]4)=[CH:21][CH:20]=3)=[O:17])[CH:12]=[N:11]2)=[CH:6][CH:5]=1, predict the reactants needed to synthesize it. The reactants are: [F:1][CH:2]([F:38])[O:3][C:4]1[CH:9]=[CH:8][C:7]([N:10]2[C:14]([CH3:15])=[C:13]([C:16]([NH:18][C:19]3[CH:24]=[CH:23][C:22]([C@@H:25]4[O:30][CH2:29][CH2:28][N:27](C(OC(C)(C)C)=O)[CH2:26]4)=[CH:21][CH:20]=3)=[O:17])[CH:12]=[N:11]2)=[CH:6][CH:5]=1.[ClH:39]. (6) Given the product [CH3:1][O:2][C:3](=[O:33])[CH2:4][C:5]1[CH:6]=[C:7]([C:13]2[CH:18]=[CH:17][C:16]([C:19]([F:21])([F:20])[F:22])=[CH:15][C:14]=2[CH2:23][N:24]([S:42]([CH3:41])(=[O:44])=[O:43])[CH2:25][CH2:26][C:27]2[CH:32]=[CH:31][CH:30]=[CH:29][CH:28]=2)[C:8]([O:11][CH3:12])=[CH:9][CH:10]=1, predict the reactants needed to synthesize it. The reactants are: [CH3:1][O:2][C:3](=[O:33])[CH2:4][C:5]1[CH:6]=[C:7]([C:13]2[CH:18]=[CH:17][C:16]([C:19]([F:22])([F:21])[F:20])=[CH:15][C:14]=2[CH2:23][NH:24][CH2:25][CH2:26][C:27]2[CH:32]=[CH:31][CH:30]=[CH:29][CH:28]=2)[C:8]([O:11][CH3:12])=[CH:9][CH:10]=1.C(N(CC)CC)C.[CH3:41][S:42](Cl)(=[O:44])=[O:43]. (7) Given the product [F:1][C:2]1[CH:3]=[CH:4][C:5]([O:20][CH3:21])=[C:6]([C:8]2[CH:17]=[CH:16][C:15]([NH:18][C:25](=[O:27])[CH:24]=[N:39][OH:45])=[C:14]3[C:9]=2[CH2:10][CH2:11][N:12]([CH3:19])[CH2:13]3)[CH:7]=1, predict the reactants needed to synthesize it. The reactants are: [F:1][C:2]1[CH:3]=[CH:4][C:5]([O:20][CH3:21])=[C:6]([C:8]2[CH:17]=[CH:16][C:15]([NH2:18])=[C:14]3[C:9]=2[CH2:10][CH2:11][N:12]([CH3:19])[CH2:13]3)[CH:7]=1.Cl.Cl[C:24](Cl)(Cl)[CH:25]([OH:27])O.S([O-])([O-])(=O)=O.[Na+].[Na+].O[ClH][NH2:39].C([O-])(O)=O.[Na+].[OH2:45]. (8) Given the product [NH2:34][C:32]1[S:33][C:16]2[C:15]([NH:1][C@@H:2]3[CH2:6][CH2:5][N:4]([C:7]([O:9][C:10]([CH3:13])([CH3:12])[CH3:11])=[O:8])[CH2:3]3)=[N:20][C:19]([S:21][CH2:22][C:23]3[CH:28]=[CH:27][CH:26]=[C:25]([F:29])[C:24]=3[F:30])=[N:18][C:17]=2[N:31]=1, predict the reactants needed to synthesize it. The reactants are: [NH2:1][C@@H:2]1[CH2:6][CH2:5][N:4]([C:7]([O:9][C:10]([CH3:13])([CH3:12])[CH3:11])=[O:8])[CH2:3]1.Cl[C:15]1[C:16]2[S:33][C:32]([NH2:34])=[N:31][C:17]=2[N:18]=[C:19]([S:21][CH2:22][C:23]2[CH:28]=[CH:27][CH:26]=[C:25]([F:29])[C:24]=2[F:30])[N:20]=1. (9) Given the product [CH2:1]([O:8][C:9]1[C:10]([Cl:21])=[CH:11][C:12]([C:13]([OH:15])=[O:14])=[CH:18][C:19]=1[Cl:20])[C:2]1[CH:3]=[CH:4][CH:5]=[CH:6][CH:7]=1, predict the reactants needed to synthesize it. The reactants are: [CH2:1]([O:8][C:9]1[C:19]([Cl:20])=[CH:18][C:12]([C:13]([O:15]CC)=[O:14])=[CH:11][C:10]=1[Cl:21])[C:2]1[CH:7]=[CH:6][CH:5]=[CH:4][CH:3]=1.[OH-].[Li+]. (10) Given the product [Br:26][CH2:1][CH2:2][O:5][C:6](=[O:8])[NH:21][C:20]1[CH:22]=[CH:23][CH:24]=[CH:25][C:19]=1[O:18][CH2:16][CH3:17], predict the reactants needed to synthesize it. The reactants are: [CH3:1][C:2]([O:5][C:6]([O:8]C(OC(C)(C)C)=O)=O)(C)C.[CH2:16]([O:18][C:19]1[CH:25]=[CH:24][CH:23]=[CH:22][C:20]=1[NH2:21])[CH3:17].[Br:26]CCO.